From a dataset of Peptide-MHC class I binding affinity with 185,985 pairs from IEDB/IMGT. Regression. Given a peptide amino acid sequence and an MHC pseudo amino acid sequence, predict their binding affinity value. This is MHC class I binding data. (1) The peptide sequence is ELADARRAL. The MHC is HLA-A02:06 with pseudo-sequence HLA-A02:06. The binding affinity (normalized) is 0. (2) The peptide sequence is VLIRRCHYL. The MHC is HLA-A24:03 with pseudo-sequence HLA-A24:03. The binding affinity (normalized) is 0.0847. (3) The peptide sequence is NTRDHVNLV. The MHC is HLA-B15:17 with pseudo-sequence HLA-B15:17. The binding affinity (normalized) is 0.0847. (4) The peptide sequence is KEKGGLEGL. The MHC is HLA-A23:01 with pseudo-sequence HLA-A23:01. The binding affinity (normalized) is 0. (5) The peptide sequence is FLGRIWPS. The MHC is HLA-A02:16 with pseudo-sequence HLA-A02:16. The binding affinity (normalized) is 1.00. (6) The peptide sequence is IHESVIGQL. The MHC is HLA-A26:01 with pseudo-sequence HLA-A26:01. The binding affinity (normalized) is 0.0847. (7) The peptide sequence is KVIEKMEVL. The MHC is HLA-B07:02 with pseudo-sequence HLA-B07:02. The binding affinity (normalized) is 0.0847. (8) The peptide sequence is LPIRYQTPAI. The MHC is HLA-B51:01 with pseudo-sequence HLA-B51:01. The binding affinity (normalized) is 0.608. (9) The peptide sequence is RYFTVAFLF. The MHC is HLA-B14:02 with pseudo-sequence HLA-B14:02. The binding affinity (normalized) is 0.213. (10) The binding affinity (normalized) is 0.0641. The peptide sequence is DPDSFQDYI. The MHC is HLA-B53:01 with pseudo-sequence HLA-B53:01.